Dataset: Full USPTO retrosynthesis dataset with 1.9M reactions from patents (1976-2016). Task: Predict the reactants needed to synthesize the given product. (1) Given the product [C:41]([O:45][CH:46]([N:14]1[C:11]2=[N:12][CH:13]=[C:8]([C:5]3[CH:6]=[CH:7][C:2]([Cl:1])=[CH:3][CH:4]=3)[CH:9]=[C:10]2[C:16]([C:17](=[O:18])[C:19]2[C:24]([F:25])=[CH:23][CH:22]=[C:21]([NH:26][S:27]([CH2:30][CH2:31][CH3:32])(=[O:28])=[O:29])[C:20]=2[F:33])=[CH:15]1)[CH3:47])(=[O:44])[CH2:42][CH3:43], predict the reactants needed to synthesize it. The reactants are: [Cl:1][C:2]1[CH:7]=[CH:6][C:5]([C:8]2[CH:9]=[C:10]3[C:16]([C:17]([C:19]4[C:20]([F:33])=[C:21]([NH:26][S:27]([CH2:30][CH2:31][CH3:32])(=[O:29])=[O:28])[CH:22]=[CH:23][C:24]=4[F:25])=[O:18])=[CH:15][NH:14][C:11]3=[N:12][CH:13]=2)=[CH:4][CH:3]=1.CCN(CC)CC.[C:41]([O:45][CH:46](Cl)[CH3:47])(=[O:44])[CH2:42][CH3:43]. (2) Given the product [Cl:44][C:45]1[CH:46]=[C:47]([CH:49]=[CH:50][C:51]=1[F:52])[NH:48][C:2]1[N:3]=[C:4]([N:22]2[CH2:27][CH2:26][NH:25][CH2:24][CH:23]2[C:28](=[O:37])[NH:29][C:30]2[CH:35]=[CH:34][CH:33]=[C:32]([CH3:36])[CH:31]=2)[C:5]2[N:11]=[C:10]([C:12]3[CH:17]=[CH:16][C:15]([O:18][CH3:19])=[C:14]([O:20][CH3:21])[CH:13]=3)[CH:9]=[CH:8][C:6]=2[N:7]=1, predict the reactants needed to synthesize it. The reactants are: Cl[C:2]1[N:3]=[C:4]([N:22]2[CH2:27][CH2:26][NH:25][CH2:24][CH:23]2[C:28](=[O:37])[NH:29][C:30]2[CH:35]=[CH:34][CH:33]=[C:32]([CH3:36])[CH:31]=2)[C:5]2[N:11]=[C:10]([C:12]3[CH:17]=[CH:16][C:15]([O:18][CH3:19])=[C:14]([O:20][CH3:21])[CH:13]=3)[CH:9]=[CH:8][C:6]=2[N:7]=1.C([O-])([O-])=O.[K+].[K+].[Cl:44][C:45]1[CH:46]=[C:47]([CH:49]=[CH:50][C:51]=1[F:52])[NH2:48]. (3) Given the product [NH2:8][C:9]1[CH:10]=[N:11][CH:12]=[CH:13][C:14]=1[C:15]([NH:17][C:18]1[CH:23]=[CH:22][C:21]([Cl:24])=[CH:20][CH:19]=1)=[O:16], predict the reactants needed to synthesize it. The reactants are: C(OC([NH:8][C:9]1[CH:10]=[N:11][CH:12]=[CH:13][C:14]=1[C:15]([NH:17][C:18]1[CH:23]=[CH:22][C:21]([Cl:24])=[CH:20][CH:19]=1)=[O:16])=O)(C)(C)C.FC(F)(F)C(O)=O. (4) The reactants are: [CH3:1][O:2][C:3]1[CH:15]=[C:14]([O:16][CH3:17])[CH:13]=[CH:12][C:4]=1[CH2:5][NH:6][C:7]1[S:8][CH:9]=[CH:10][N:11]=1.C[Si]([N-][Si](C)(C)C)(C)C.[Li+].[O:28]=[C:29]1[C:38]2[C:33](=[CH:34][C:35]([S:39](OC3C(F)=C(F)C(F)=C(F)C=3F)(=[O:41])=[O:40])=[CH:36][CH:37]=2)[N:32]=[CH:31][NH:30]1. Given the product [CH3:1][O:2][C:3]1[CH:15]=[C:14]([O:16][CH3:17])[CH:13]=[CH:12][C:4]=1[CH2:5][N:6]([C:7]1[S:8][CH:9]=[CH:10][N:11]=1)[S:39]([C:35]1[CH:34]=[C:33]2[C:38]([C:29](=[O:28])[NH:30][CH:31]=[N:32]2)=[CH:37][CH:36]=1)(=[O:41])=[O:40], predict the reactants needed to synthesize it.